Dataset: Reaction yield outcomes from USPTO patents with 853,638 reactions. Task: Predict the reaction yield, written as a fraction of the theoretical maximum amount of product (1.0 means a 100% yield; for example, 0.34 means a 34% yield). (1) The reactants are [OH:1][C:2]1[CH:3]=[C:4]([CH:15]=[C:16]([O:18][C@H:19]2[CH2:23][CH2:22][N:21]([CH3:24])[C:20]2=[O:25])[CH:17]=1)[C:5]([NH:7][C:8]1[CH:13]=[N:12][C:11]([CH3:14])=[CH:10][N:9]=1)=[O:6].[Cl:26][C:27]1[CH:28]=[C:29]([CH:35]=[CH:36][C:37]=1F)[C:30]([N:32]([CH3:34])[CH3:33])=[O:31].C(=O)([O-])[O-].[K+].[K+]. The catalyst is CN(C)C(=O)C. The product is [Cl:26][C:27]1[CH:28]=[C:29]([C:30](=[O:31])[N:32]([CH3:33])[CH3:34])[CH:35]=[CH:36][C:37]=1[O:1][C:2]1[CH:3]=[C:4]([CH:15]=[C:16]([O:18][C@H:19]2[CH2:23][CH2:22][N:21]([CH3:24])[C:20]2=[O:25])[CH:17]=1)[C:5]([NH:7][C:8]1[CH:13]=[N:12][C:11]([CH3:14])=[CH:10][N:9]=1)=[O:6]. The yield is 0.310. (2) The reactants are [Br:1][C:2]1[CH:3]=[C:4]2[C:9](=[CH:10][CH:11]=1)[C:8](=O)[CH2:7][CH2:6][CH2:5]2.[Si]([C:17]#[N:18])(C)(C)C.[OH:19]S(O)(=O)=O.CC(O)=O. The catalyst is C1(C)C=CC=CC=1.[Zn+2].[I-].[I-].O. The product is [Br:1][C:2]1[CH:3]=[C:4]2[C:9](=[CH:10][CH:11]=1)[C:8]([C:17]([NH2:18])=[O:19])=[CH:7][CH2:6][CH2:5]2. The yield is 0.800. (3) The product is [F:1][C:2]1[CH:7]=[CH:6][C:5]([C:8]2[C:12]([C:13]3[N:14]=[CH:15][N:16]([C:23]4[CH:32]=[CH:31][C:26]([C:27]([OH:29])=[O:28])=[CH:25][CH:24]=4)[CH:17]=3)=[C:11]([C:18]([F:21])([F:19])[F:20])[O:10][N:9]=2)=[CH:4][CH:3]=1. No catalyst specified. The reactants are [F:1][C:2]1[CH:7]=[CH:6][C:5]([C:8]2[C:12]([C:13]3[N:14]=[CH:15][NH:16][CH:17]=3)=[C:11]([C:18]([F:21])([F:20])[F:19])[O:10][N:9]=2)=[CH:4][CH:3]=1.F[C:23]1[CH:32]=[CH:31][C:26]([C:27]([O:29]C)=[O:28])=[CH:25][CH:24]=1. The yield is 0.150. (4) The catalyst is C(#N)CC.CC([O-])=O.CC([O-])=O.[Pd+2]. The product is [CH3:24][NH:25][C:26](=[O:29])/[CH:27]=[CH:28]/[C:2]1[CH:13]=[N:12][C:5]2[NH:6][C:7](=[O:11])[CH2:8][CH2:9][CH2:10][C:4]=2[CH:3]=1. The reactants are Br[C:2]1[CH:13]=[N:12][C:5]2[NH:6][C:7](=[O:11])[CH2:8][CH2:9][CH2:10][C:4]=2[CH:3]=1.CC1NC2C(C=1[CH2:24][N:25](C)[C:26](=[O:29])[CH:27]=[CH2:28])=CC=CC=2.C1(C)C=CC=CC=1P(C1C=CC=CC=1C)C1C=CC=CC=1C.C(N(C(C)C)CC)(C)C. The yield is 0.350.